From a dataset of Peptide-MHC class I binding affinity with 185,985 pairs from IEDB/IMGT. Regression. Given a peptide amino acid sequence and an MHC pseudo amino acid sequence, predict their binding affinity value. This is MHC class I binding data. The peptide sequence is FAAAAARTL. The MHC is HLA-B35:01 with pseudo-sequence HLA-B35:01. The binding affinity (normalized) is 0.839.